From a dataset of Forward reaction prediction with 1.9M reactions from USPTO patents (1976-2016). Predict the product of the given reaction. (1) Given the reactants CN1C(C2C=NC3C4C(F)=CC(C(O)(C)C)=CC=4N([C@H](C4C=CC=CC=4)C4CCOCC4)C=3C=2)=C(C)N=N1.[F:39][C:40]([F:52])([F:51])[CH2:41][CH2:42][C@H:43]([C:45]1[CH:50]=[CH:49][CH:48]=[CH:47][CH:46]=1)O.[CH3:53][N:54]1[C:58]([C:59]2[CH:71]=[N:70][C:69]3[C:68]4[CH:67]=[CH:66][CH:65]=[C:64]([S:72]([CH3:75])(=[O:74])=[O:73])[C:63]=4[NH:62][C:61]=3[CH:60]=2)=[C:57]([CH3:76])[N:56]=[N:55]1, predict the reaction product. The product is: [CH3:75][S:72]([C:64]1[C:63]2[N:62]([C@H:43]([C:45]3[CH:50]=[CH:49][CH:48]=[CH:47][CH:46]=3)[CH2:42][CH2:41][C:40]([F:52])([F:51])[F:39])[C:61]3[CH:60]=[C:59]([C:58]4[N:54]([CH3:53])[N:55]=[N:56][C:57]=4[CH3:76])[CH:71]=[N:70][C:69]=3[C:68]=2[CH:67]=[CH:66][CH:65]=1)(=[O:74])=[O:73]. (2) Given the reactants [CH2:1]([C@H:8]1[CH2:12][O:11][C:10](=[O:13])[N:9]1[C:14]([C@@H:16]1[CH2:20][C:19](=C)[CH2:18][C@H:17]1[C:22]1[CH:27]=[CH:26][C:25]([Cl:28])=[CH:24][CH:23]=1)=[O:15])[C:2]1[CH:7]=[CH:6][CH:5]=[CH:4][CH:3]=1.C[N+]1([O-])CC[O:33]CC1.C(OCC)(=O)C, predict the reaction product. The product is: [CH2:1]([C@H:8]1[CH2:12][O:11][C:10](=[O:13])[N:9]1[C:14]([C@@H:16]1[CH2:20][C:19](=[O:33])[CH2:18][C@H:17]1[C:22]1[CH:23]=[CH:24][C:25]([Cl:28])=[CH:26][CH:27]=1)=[O:15])[C:2]1[CH:7]=[CH:6][CH:5]=[CH:4][CH:3]=1. (3) Given the reactants CN(C(ON1N=NC2C=CC=NC1=2)=[N+](C)C)C.F[P-](F)(F)(F)(F)F.ClC1C(F)=C(C=CC=1)N[C:30]1[C:39]2[C:34](=[CH:35][C:36](OC)=[C:37](O[C@H]3CN(C(OC(C)(C)C)=O)[C@H](C(O)=O)C3)[CH:38]=2)[N:33]=[CH:32][N:31]=1.N1CCOCC1.C(N(C(C)C)CC)(C)C, predict the reaction product. The product is: [N:33]1[C:34]2[C:39](=[CH:38][CH:37]=[CH:36][CH:35]=2)[CH:30]=[N:31][CH:32]=1.